Dataset: Forward reaction prediction with 1.9M reactions from USPTO patents (1976-2016). Task: Predict the product of the given reaction. (1) Given the reactants [NH:1]1[CH:5]=[CH:4][C:3](B(O)O)=[N:2]1.C(=O)([O-])[O-].[Na+].[Na+].[C:15]([O:19][C:20](=[O:30])[NH:21][CH2:22][C:23]1[CH:28]=[CH:27][CH:26]=[CH:25][C:24]=1Br)([CH3:18])([CH3:17])[CH3:16].C(=O)(O)[O-].[Na+], predict the reaction product. The product is: [NH:1]1[CH:5]=[CH:4][C:3]([C:24]2[CH:25]=[CH:26][CH:27]=[CH:28][C:23]=2[CH2:22][NH:21][C:20](=[O:30])[O:19][C:15]([CH3:18])([CH3:17])[CH3:16])=[N:2]1. (2) The product is: [CH2:3]([S:5][C:6]1[C:7]([C:12]([N:14]([CH3:27])[C:15]2[CH:20]=[CH:19][C:18]([C:21]([F:23])([F:24])[F:22])=[CH:17][N:16]=2)=[O:13])=[N:8][CH:9]=[CH:10][CH:11]=1)[CH3:4]. Given the reactants [H-].[Na+].[CH2:3]([S:5][C:6]1[C:7]([C:12]([NH:14][C:15]2[CH:20]=[CH:19][C:18]([C:21]([F:24])([F:23])[F:22])=[CH:17][N:16]=2)=[O:13])=[N:8][CH:9]=[CH:10][CH:11]=1)[CH3:4].CI.[C:27](=O)(O)[O-].[Na+], predict the reaction product. (3) Given the reactants [C:1](=[O:12])([O:7][C:8]([CH3:11])([CH3:10])[CH3:9])OC(C)(C)C.[S:13]1[C:17]2[CH2:18][CH:19]([NH2:22])[CH2:20][CH2:21][C:16]=2[N:15]=[C:14]1[NH2:23].[Cl-].[Na+], predict the reaction product. The product is: [NH2:23][C:14]1[S:13][C:17]2[CH2:18][CH:19]([NH:22][C:1](=[O:12])[O:7][C:8]([CH3:9])([CH3:10])[CH3:11])[CH2:20][CH2:21][C:16]=2[N:15]=1. (4) The product is: [Cl:20][C:16]1[CH:15]=[C:14]2[C:19]([C:10]([NH:6][C:5]3[CH:7]=[CH:8][C:2]([O:1][CH2:33][CH2:32][CH2:31][N:25]4[CH2:30][CH2:29][CH2:28][CH2:27][CH2:26]4)=[CH:3][CH:4]=3)=[CH:11][CH:12]=[N:13]2)=[CH:18][CH:17]=1. Given the reactants [OH:1][C:2]1[CH:8]=[CH:7][C:5]([NH2:6])=[CH:4][CH:3]=1.Cl[C:10]1[C:19]2[C:14](=[CH:15][C:16]([Cl:20])=[CH:17][CH:18]=2)[N:13]=[CH:12][CH:11]=1.Cl.[I-].[K+].Cl.[N:25]1([CH2:31][CH2:32][CH2:33]Cl)[CH2:30][CH2:29][CH2:28][CH2:27][CH2:26]1.C(=O)([O-])[O-].[K+].[K+], predict the reaction product. (5) Given the reactants [N:1]1[CH:6]=[CH:5][C:4]([NH:7][C:8]2[C:12]([C:13]#[N:14])=[CH:11][N:10](COCC[Si](C)(C)C)[N:9]=2)=[CH:3][CH:2]=1.N1C=CC(NC2N(C[O:36]CC[Si](C)(C)C)N=CC=2C#N)=CC=1.[OH-].[Na+].OO.Cl, predict the reaction product. The product is: [N:1]1[CH:6]=[CH:5][C:4]([NH:7][C:8]2[C:12]([C:13]([NH2:14])=[O:36])=[CH:11][NH:10][N:9]=2)=[CH:3][CH:2]=1.